From a dataset of Full USPTO retrosynthesis dataset with 1.9M reactions from patents (1976-2016). Predict the reactants needed to synthesize the given product. (1) Given the product [NH2:1][C:2]1[N:7]=[C:6]([N:8]2[C:16]3[C:11](=[CH:12][CH:13]=[C:14]([C:17]#[C:18][C:38]([OH:40])([C:33]4[N:34]=[CH:35][CH:36]=[CH:37][N:32]=4)[CH3:39])[CH:15]=3)[C:10]([C:19]([N:21]([CH3:23])[CH3:22])=[O:20])=[N:9]2)[CH:5]=[CH:4][N:3]=1, predict the reactants needed to synthesize it. The reactants are: [NH2:1][C:2]1[N:7]=[C:6]([N:8]2[C:16]3[C:11](=[CH:12][CH:13]=[C:14]([C:17]#[CH:18])[CH:15]=3)[C:10]([C:19]([N:21]([CH3:23])[CH3:22])=[O:20])=[N:9]2)[CH:5]=[CH:4][N:3]=1.[Li+].CC([N-]C(C)C)C.[N:32]1[CH:37]=[CH:36][CH:35]=[N:34][C:33]=1[C:38](=[O:40])[CH3:39]. (2) Given the product [C:1]([C:3]1[CH:8]=[CH:7][C:6]([CH:9]2[CH2:14][CH2:13][N:12]([C:15]([O:17][C:18]([CH3:19])([CH3:21])[CH3:20])=[O:16])[CH2:11][CH:10]2[O:22][CH2:24][C:25]2[CH:34]=[C:33]([O:35][CH2:36][O:37][CH2:38][CH2:39][Si:40]([CH3:41])([CH3:43])[CH3:42])[C:32]3[C:27](=[CH:28][CH:29]=[CH:30][CH:31]=3)[CH:26]=2)=[CH:5][CH:4]=1)#[N:2], predict the reactants needed to synthesize it. The reactants are: [C:1]([C:3]1[CH:8]=[CH:7][C:6]([CH:9]2[CH2:14][CH2:13][N:12]([C:15]([O:17][C:18]([CH3:21])([CH3:20])[CH3:19])=[O:16])[CH2:11][CH:10]2[OH:22])=[CH:5][CH:4]=1)#[N:2].Cl[CH2:24][C:25]1[CH:34]=[C:33]([O:35][CH2:36][O:37][CH2:38][CH2:39][Si:40]([CH3:43])([CH3:42])[CH3:41])[C:32]2[C:27](=[CH:28][CH:29]=[CH:30][CH:31]=2)[CH:26]=1. (3) Given the product [Br:1][C:2]1[CH:7]=[CH:6][N:5]=[C:4]([CH2:8][NH2:9])[CH:3]=1, predict the reactants needed to synthesize it. The reactants are: [Br:1][C:2]1[CH:7]=[CH:6][N:5]=[C:4]([C:8]#[N:9])[CH:3]=1.Cl.[OH-].[Na+].[Cl-].[Na+]. (4) Given the product [CH3:1][O:2][C:3]1[CH:26]=[CH:25][C:6]([C:7]([C:16]2[CH:21]=[CH:20][C:19]([O:22][CH3:23])=[CH:18][CH:17]=2)([C:8]2[CH:13]=[CH:12][C:11]([O:14][CH3:15])=[CH:10][CH:9]=2)[N:27]2[CH2:32][CH2:31][CH2:30][CH2:29][CH2:28]2)=[CH:5][CH:4]=1, predict the reactants needed to synthesize it. The reactants are: [CH3:1][O:2][C:3]1[CH:26]=[CH:25][C:6]([C:7](Cl)([C:16]2[CH:21]=[CH:20][C:19]([O:22][CH3:23])=[CH:18][CH:17]=2)[C:8]2[CH:13]=[CH:12][C:11]([O:14][CH3:15])=[CH:10][CH:9]=2)=[CH:5][CH:4]=1.[NH:27]1[CH2:32][CH2:31][CH2:30][CH2:29][CH2:28]1. (5) Given the product [NH2:1][C:2]1[C:17]([O:18][CH2:19][C:20]2[CH:25]=[CH:24][CH:23]=[CH:22][CH:21]=2)=[CH:16][C:15]([I:31])=[CH:14][C:3]=1[C:4]([O:6][CH2:7][C:8]1[CH:13]=[CH:12][CH:11]=[CH:10][CH:9]=1)=[O:5], predict the reactants needed to synthesize it. The reactants are: [NH2:1][C:2]1[C:17]([O:18][CH2:19][C:20]2[CH:25]=[CH:24][CH:23]=[CH:22][CH:21]=2)=[CH:16][CH:15]=[CH:14][C:3]=1[C:4]([O:6][CH2:7][C:8]1[CH:13]=[CH:12][CH:11]=[CH:10][CH:9]=1)=[O:5].C([O-])(=O)C.[Na+].[I:31]Cl. (6) The reactants are: [F:1][C:2]1[CH:3]=[C:4]([NH2:8])[CH:5]=[CH:6][CH:7]=1.ClC1C=C([N:16]2N=[N:19][C:18]([C:21]([OH:23])=[O:22])=[N:17]2)C=CC=1. Given the product [F:1][C:2]1[CH:3]=[C:4]([N:8]2[N:16]=[N:17][C:18]([C:21]([OH:23])=[O:22])=[N:19]2)[CH:5]=[CH:6][CH:7]=1, predict the reactants needed to synthesize it. (7) Given the product [CH2:28]([O:27][CH:6]([CH2:7][O:8][CH2:9][CH2:10][CH2:11][CH2:12][CH2:13][CH2:14][CH2:15][CH2:16]/[CH:17]=[CH:18]\[CH2:19]/[CH:20]=[CH:21]\[CH2:22][CH2:23][CH2:24][CH2:25][CH3:26])[CH2:5][OH:4])[CH2:29][CH2:30][CH2:31][CH2:32][CH2:33][CH2:34][CH2:35]/[CH:36]=[CH:37]\[CH2:38]/[CH:39]=[CH:40]\[CH2:41][CH2:42][CH2:43][CH2:44][CH3:45], predict the reactants needed to synthesize it. The reactants are: C([O:4][CH2:5][CH:6]([O:27][CH2:28][CH2:29][CH2:30][CH2:31][CH2:32][CH2:33][CH2:34][CH2:35]/[CH:36]=[CH:37]\[CH2:38]/[CH:39]=[CH:40]\[CH2:41][CH2:42][CH2:43][CH2:44][CH3:45])[CH2:7][O:8][CH2:9][CH2:10][CH2:11][CH2:12][CH2:13][CH2:14][CH2:15][CH2:16]/[CH:17]=[CH:18]\[CH2:19]/[CH:20]=[CH:21]\[CH2:22][CH2:23][CH2:24][CH2:25][CH3:26])C=C.FC(F)(F)C(O)=O. (8) Given the product [Fe:26].[OH:1][C:2]1[CH:7]=[C:6]([OH:8])[CH:5]=[CH:4][C:3]=1[CH2:9][CH2:10][NH:11][CH2:12][C:13]([OH:15])=[O:14], predict the reactants needed to synthesize it. The reactants are: [OH:1][C:2]1[CH:7]=[C:6]([OH:8])[CH:5]=[CH:4][C:3]=1[CH2:9][CH2:10][NH:11][CH2:12][C:13]([OH:15])=[O:14].NCC([O-])=O.NCC([O-])=O.[Fe+2:26]. (9) Given the product [Cl:25][C:22]1[CH:23]=[CH:24][C:19]([C:16]2[S:17][CH:18]=[C:14]([CH2:13][O:12][C:9]3[CH:10]=[CH:11][C:6]([CH2:5][C@H:4]([O:28][CH2:29][CH3:30])[C:3]([OH:31])=[O:2])=[C:7]([CH2:26][CH3:27])[CH:8]=3)[N:15]=2)=[CH:20][CH:21]=1, predict the reactants needed to synthesize it. The reactants are: C[O:2][C:3](=[O:31])[C@@H:4]([O:28][CH2:29][CH3:30])[CH2:5][C:6]1[CH:11]=[CH:10][C:9]([O:12][CH2:13][C:14]2[N:15]=[C:16]([C:19]3[CH:24]=[CH:23][C:22]([Cl:25])=[CH:21][CH:20]=3)[S:17][CH:18]=2)=[CH:8][C:7]=1[CH2:26][CH3:27].[Li+].[OH-]. (10) The reactants are: [CH3:1][N:2]([CH3:32])[CH:3]1[CH2:7][CH2:6][N:5]([C:8]2[CH:13]=[CH:12][C:11]([NH:14][C:15]([N:17]3[CH2:22][CH:21]=[C:20](B4OC(C)(C)C(C)(C)O4)[CH2:19][CH2:18]3)=[O:16])=[CH:10][CH:9]=2)[CH2:4]1.Br[C:34]1[CH:35]=[C:36]([S:40][CH3:41])[CH:37]=[CH:38][CH:39]=1. Given the product [CH3:32][N:2]([CH3:1])[CH:3]1[CH2:7][CH2:6][N:5]([C:8]2[CH:13]=[CH:12][C:11]([NH:14][C:15]([N:17]3[CH2:22][CH:21]=[C:20]([C:34]4[CH:39]=[CH:38][CH:37]=[C:36]([S:40][CH3:41])[CH:35]=4)[CH2:19][CH2:18]3)=[O:16])=[CH:10][CH:9]=2)[CH2:4]1, predict the reactants needed to synthesize it.